Dataset: Reaction yield outcomes from USPTO patents with 853,638 reactions. Task: Predict the reaction yield, written as a fraction of the theoretical maximum amount of product (1.0 means a 100% yield; for example, 0.34 means a 34% yield). (1) The reactants are [CH3:1][O:2][C:3]1[CH:8]=[CH:7][C:6]([N+:9]([O-:11])=[O:10])=[CH:5][C:4]=1[N:12]([CH3:17])[C:13](=O)[CH2:14][CH3:15].B.CSC. The yield is 0.960. The catalyst is C1COCC1. The product is [CH3:1][O:2][C:3]1[CH:8]=[CH:7][C:6]([N+:9]([O-:11])=[O:10])=[CH:5][C:4]=1[N:12]([CH3:17])[CH2:13][CH2:14][CH3:15]. (2) The reactants are C[O:2][C:3]([C:5]1(/[CH:11]=[CH:12]/[C:13]2[CH:22]=[C:21]3[C:16]([CH:17]=[CH:18][C:19]([C@H:23]([NH:25][C:26]([O:28][C:29]([CH3:32])([CH3:31])[CH3:30])=[O:27])[CH3:24])=[N:20]3)=[CH:15][CH:14]=2)[CH2:10][O:9][CH2:8][CH2:7][O:6]1)=[O:4].O.[OH-].[Li+]. The catalyst is O1CCCC1.O. The product is [C:29]([O:28][C:26]([NH:25][C@@H:23]([C:19]1[CH:18]=[CH:17][C:16]2[C:21](=[CH:22][C:13](/[CH:12]=[CH:11]/[C:5]3([C:3]([OH:4])=[O:2])[CH2:10][O:9][CH2:8][CH2:7][O:6]3)=[CH:14][CH:15]=2)[N:20]=1)[CH3:24])=[O:27])([CH3:30])([CH3:31])[CH3:32]. The yield is 1.00. (3) The reactants are Br[C:2]1[CH:15]=[CH:14][CH:13]=[CH:12][C:3]=1[CH2:4][NH:5][C:6](=[O:11])[C:7]([F:10])([F:9])[F:8].CC1(C)C(C)(C)OB([C:24]2[CH:30]=[CH:29][C:27]([NH2:28])=[CH:26][CH:25]=2)O1.C1C=CC(P(C2C=CC=CC=2)C2C=CC=CC=2)=CC=1.C([O-])([O-])=O.[K+].[K+]. The catalyst is CN(C=O)C.CC([O-])=O.CC([O-])=O.[Pd+2]. The product is [NH2:28][C:27]1[CH:29]=[CH:30][C:24]([C:2]2[CH:15]=[CH:14][CH:13]=[CH:12][C:3]=2[CH2:4][NH:5][C:6](=[O:11])[C:7]([F:10])([F:9])[F:8])=[CH:25][CH:26]=1. The yield is 0.490. (4) The reactants are [F:1][C:2]1[CH:37]=[C:36]([F:38])[CH:35]=[CH:34][C:3]=1[CH2:4][N:5]1[C:10]([C:11]2[S:12][C:13]([C:16]3[CH:21]=[C:20]([O:22][CH2:23][CH3:24])[N:19]=[C:18]([S:25][CH3:26])[N:17]=3)=[CH:14][CH:15]=2)=[CH:9][C:8]([C:27]([F:30])([F:29])[F:28])=[C:7]([C:31]#[N:32])[C:6]1=[O:33].[OH2:39].[OH2:40].O.O.O.O.C(O[O-])(=O)C1C(=CC=CC=1)C([O-])=O.[Mg+2].C1C=C(C([O-])=O)C(C(O[O-])=O)=CC=1.[Mg+2]. The catalyst is ClCCl.CO. The product is [F:1][C:2]1[CH:37]=[C:36]([F:38])[CH:35]=[CH:34][C:3]=1[CH2:4][N:5]1[C:10]([C:11]2[S:12][C:13]([C:16]3[CH:21]=[C:20]([O:22][CH2:23][CH3:24])[N:19]=[C:18]([S:25]([CH3:26])(=[O:40])=[O:39])[N:17]=3)=[CH:14][CH:15]=2)=[CH:9][C:8]([C:27]([F:29])([F:30])[F:28])=[C:7]([C:31]#[N:32])[C:6]1=[O:33]. The yield is 0.800. (5) The yield is 0.100. No catalyst specified. The product is [CH:28]([OH:34])=[O:29].[CH:28]([OH:34])=[O:29].[CH3:26][C:24]1[N:23]=[CH:22][N:21]=[C:20]([NH:19][C:13]2[C:12]3[S:11][C:10]([C:9]4[C:8]([Cl:27])=[CH:7][C:4]([C:5]([NH2:32])=[NH:6])=[CH:3][C:2]=4[Cl:1])=[N:18][C:17]=3[CH:16]=[CH:15][N:14]=2)[CH:25]=1. The reactants are [Cl:1][C:2]1[CH:3]=[C:4]([CH:7]=[C:8]([Cl:27])[C:9]=1[C:10]1[S:11][C:12]2[C:13]([NH:19][C:20]3[CH:25]=[C:24]([CH3:26])[N:23]=[CH:22][N:21]=3)=[N:14][CH:15]=[CH:16][C:17]=2[N:18]=1)[C:5]#[N:6].[CH3:28][O-:29].[Na+].[Cl-].[NH4+:32].C[OH:34]. (6) The reactants are [Cl-].O[NH3+:3].[C:4](=[O:7])([O-])[OH:5].[Na+].CS(C)=O.[OH:13][CH:14]([C:16]1[CH:21]=[CH:20][C:19]([N:22]2[C:27](=[O:28])[C:26]([CH2:29][C:30]3[CH:35]=[CH:34][C:33]([C:36]4[C:37]([C:42]#[N:43])=[CH:38][CH:39]=[CH:40][CH:41]=4)=[CH:32][CH:31]=3)=[C:25]([CH2:44][CH2:45][CH3:46])[N:24]=[C:23]2[CH3:47])=[CH:18][CH:17]=1)[CH3:15]. The catalyst is O.C(OCC)(=O)C. The product is [OH:13][CH:14]([C:16]1[CH:21]=[CH:20][C:19]([N:22]2[C:27](=[O:28])[C:26]([CH2:29][C:30]3[CH:35]=[CH:34][C:33]([C:36]4[CH:41]=[CH:40][CH:39]=[CH:38][C:37]=4[C:42]4[NH:3][C:4](=[O:7])[O:5][N:43]=4)=[CH:32][CH:31]=3)=[C:25]([CH2:44][CH2:45][CH3:46])[N:24]=[C:23]2[CH3:47])=[CH:18][CH:17]=1)[CH3:15]. The yield is 0.230. (7) The reactants are [ClH:1].O1CCOC[CH2:3]1.C(OC([NH:15][C@H:16]1[CH2:24][O:23][C@H:19]([C:20]([OH:22])=[O:21])[CH2:18][CH2:17]1)=O)(C)(C)C. The catalyst is CO. The product is [ClH:1].[NH2:15][C@H:16]1[CH2:24][O:23][C@H:19]([C:20]([O:22][CH3:3])=[O:21])[CH2:18][CH2:17]1. The yield is 1.00. (8) The reactants are [NH2:1][C:2]1[CH:7]=[CH:6][C:5]([C:8]2([C:11]([O:13][CH3:14])=[O:12])[CH2:10][CH2:9]2)=[CH:4][CH:3]=1.C1C(=O)N([Br:22])C(=O)C1.O. The product is [NH2:1][C:2]1[CH:3]=[CH:4][C:5]([C:8]2([C:11]([O:13][CH3:14])=[O:12])[CH2:10][CH2:9]2)=[CH:6][C:7]=1[Br:22]. The catalyst is C(#N)C. The yield is 0.780.